Dataset: M1 muscarinic receptor agonist screen with 61,833 compounds. Task: Binary Classification. Given a drug SMILES string, predict its activity (active/inactive) in a high-throughput screening assay against a specified biological target. (1) The molecule is s1c(NC(=O)c2cc3c(C(=O)N(CCOC)C3=O)cc2)ncc1. The result is 0 (inactive). (2) The compound is s\1c=2n(C(C(=C(N2)C)C(=O)C)c2c(OC)cc(OC)cc2)c(=O)c1=C/c1c(n(c(c1)C)C)C. The result is 1 (active). (3) The compound is O(C(=O)C1CCN(CC1)C(=O)c1c(OC)cc(OC)cc1)CC. The result is 0 (inactive).